Regression. Given a peptide amino acid sequence and an MHC pseudo amino acid sequence, predict their binding affinity value. This is MHC class I binding data. From a dataset of Peptide-MHC class I binding affinity with 185,985 pairs from IEDB/IMGT. (1) The peptide sequence is SLAGGIIGV. The MHC is HLA-A02:02 with pseudo-sequence HLA-A02:02. The binding affinity (normalized) is 1.00. (2) The peptide sequence is AEIVDTVSAL. The MHC is HLA-B18:01 with pseudo-sequence HLA-B18:01. The binding affinity (normalized) is 0.0714.